Task: Predict the reactants needed to synthesize the given product.. Dataset: Full USPTO retrosynthesis dataset with 1.9M reactions from patents (1976-2016) (1) Given the product [OH:1][C:2]1[CH:3]=[C:4]([CH:9]=[C:10]([OH:13])[C:11]=1[OH:12])[C:5]([O:7][CH2:8][CH2:14][CH2:15][CH2:16][CH2:17][CH2:18][CH2:19][CH2:20][CH2:21][CH3:22])=[O:6], predict the reactants needed to synthesize it. The reactants are: [OH:1][C:2]1[CH:3]=[C:4]([CH:9]=[C:10]([OH:13])[C:11]=1[OH:12])[C:5]([O:7][CH3:8])=[O:6].[CH2:14](O)[CH2:15][CH2:16][CH2:17][CH2:18][CH2:19][CH2:20][CH2:21][CH2:22]C. (2) Given the product [N:32]1[CH:31]=[CH:30][C:29]([C:27]2[N:26]=[CH:25][N:24]=[C:23]([NH:20][C:21]3[O:13][C@:5]4([CH2:4][N:3]=3)[CH:10]3[CH2:9][CH2:8][N:7]([CH2:12][CH2:11]3)[CH2:6]4)[CH:28]=2)=[CH:34][CH:33]=1, predict the reactants needed to synthesize it. The reactants are: Cl.Cl.[NH2:3][CH2:4][C@@:5]1([OH:13])[CH:10]2[CH2:11][CH2:12][N:7]([CH2:8][CH2:9]2)[CH2:6]1.C([O-])([O-])=O.[Cs+].[Cs+].[N:20]([C:23]1[CH:28]=[C:27]([C:29]2[CH:34]=[CH:33][N:32]=[CH:31][CH:30]=2)[N:26]=[CH:25][N:24]=1)=[C:21]=S.C(N=C=NC(C)C)(C)C. (3) Given the product [ClH:39].[CH3:1][S:2]([C:5]1[CH:6]=[C:7]2[C:20](=[CH:21][CH:22]=1)[C:19]1[C:10](=[C:11]3[C:16](=[CH:17][CH:18]=1)[CH:15]=[C:14]([OH:23])[CH:13]=[CH:12]3)[CH:9]([C:24]1[CH:29]=[CH:28][C:27]([O:30][CH2:31][CH2:32][N:33]3[CH2:38][CH2:37][CH2:36][CH2:35][CH2:34]3)=[CH:26][CH:25]=1)[O:8]2)(=[O:3])=[O:4], predict the reactants needed to synthesize it. The reactants are: [CH3:1][S:2]([C:5]1[CH:6]=[C:7]2[C:20](=[CH:21][CH:22]=1)[C:19]1[C:10](=[C:11]3[C:16](=[CH:17][CH:18]=1)[CH:15]=[C:14]([OH:23])[CH:13]=[CH:12]3)[CH:9]([C:24]1[CH:29]=[CH:28][C:27]([O:30][CH2:31][CH2:32][N:33]3[CH2:38][CH2:37][CH2:36][CH2:35][CH2:34]3)=[CH:26][CH:25]=1)[O:8]2)(=[O:4])=[O:3].[Cl:39]CCl. (4) Given the product [CH3:38][C:24]1[N:23]=[N:22][N:21]([C:18]2[CH:19]=[CH:20][C:15]([C:11]3[CH:12]=[CH:13][CH:14]=[C:9]([C:6]4([C:4]([OH:5])=[O:3])[CH2:8][CH2:7]4)[CH:10]=3)=[CH:16][CH:17]=2)[C:25]=1[NH:26][C:27]([O:29][C@@H:30]([C:32]1[CH:33]=[CH:34][CH:35]=[CH:36][CH:37]=1)[CH3:31])=[O:28], predict the reactants needed to synthesize it. The reactants are: C([O:3][C:4]([C:6]1([C:9]2[CH:10]=[C:11]([C:15]3[CH:20]=[CH:19][C:18]([N:21]4[C:25]([NH:26][C:27]([O:29][C@@H:30]([C:32]5[CH:37]=[CH:36][CH:35]=[CH:34][CH:33]=5)[CH3:31])=[O:28])=[C:24]([CH3:38])[N:23]=[N:22]4)=[CH:17][CH:16]=3)[CH:12]=[CH:13][CH:14]=2)[CH2:8][CH2:7]1)=[O:5])C.[OH-].[Na+]. (5) Given the product [Cl-:1].[Cr+3:2].[NH:26]1[C:30]2[CH:31]=[CH:32][CH:33]=[CH:34][C:29]=2[N:28]=[C:27]1[CH2:35][N:36]([CH2:40][C:41]1[NH:42][C:43]2[CH:49]=[CH:48][CH:47]=[CH:46][C:44]=2[N:45]=1)[CH:37]([CH3:39])[CH3:38].[Cl-:1].[Cl-:1], predict the reactants needed to synthesize it. The reactants are: [Cl-:1].[Cr+3:2].N1C2C=CC=CC=2N=C1CNCC1NC2C=CC=CC=2N=1.[Cl-].[Cl-].[NH:26]1[C:30]2[CH:31]=[CH:32][CH:33]=[CH:34][C:29]=2[N:28]=[C:27]1[CH2:35][N:36]([CH2:40][C:41]1[NH:45][C:44]2[CH:46]=[CH:47][CH:48]=[CH:49][C:43]=2[N:42]=1)[CH:37]([CH3:39])[CH3:38].[K+].[Br-]. (6) Given the product [Cl:20][C:13]1[C:14]([F:19])=[CH:15][CH:16]=[C:17]([Cl:18])[C:12]=1[CH:10]([O:9][C:4]1[C:5]([NH2:8])=[N:6][CH:7]=[C:2]([C:25]2[CH:26]=[CH:27][C:22]([P:33]([CH3:34])([CH3:32])=[O:35])=[C:23]([F:31])[CH:24]=2)[CH:3]=1)[CH3:11], predict the reactants needed to synthesize it. The reactants are: Br[C:2]1[CH:3]=[C:4]([O:9][CH:10]([C:12]2[C:17]([Cl:18])=[CH:16][CH:15]=[C:14]([F:19])[C:13]=2[Cl:20])[CH3:11])[C:5]([NH2:8])=[N:6][CH:7]=1.Br[C:22]1[CH:27]=[CH:26][C:25](B(O)O)=[CH:24][C:23]=1[F:31].[CH3:32][PH:33](=[O:35])[CH3:34].